This data is from Forward reaction prediction with 1.9M reactions from USPTO patents (1976-2016). The task is: Predict the product of the given reaction. (1) Given the reactants [C:1]1([C@@H:7]2[CH2:9][C@H:8]2[CH2:10][OH:11])[CH:6]=[CH:5][CH:4]=[CH:3][CH:2]=1.N1C=CC=CC=1.CC(OI1(OC(C)=O)(OC(C)=O)OC(=O)C2C=CC=CC1=2)=O.C([O-])(O)=O.[Na+], predict the reaction product. The product is: [C:1]1([C@@H:7]2[CH2:9][C@H:8]2[CH:10]=[O:11])[CH:6]=[CH:5][CH:4]=[CH:3][CH:2]=1. (2) Given the reactants [NH2:1][C:2]1[N:3]=[CH:4][C:5]([CH2:9][CH2:10][C:11]([OH:13])=O)=[N:6][C:7]=1[Br:8].[CH3:14][N:15](C(ON1N=NC2C=CC=CC1=2)=[N+](C)C)C.[B-](F)(F)(F)F.CCN(C(C)C)C(C)C.Cl.CN, predict the reaction product. The product is: [NH2:1][C:2]1[N:3]=[CH:4][C:5]([CH2:9][CH2:10][C:11]([NH:15][CH3:14])=[O:13])=[N:6][C:7]=1[Br:8]. (3) Given the reactants [Br:1][CH2:2][CH2:3][C:4]#[C:5][C:6]1[CH:11]=[CH:10][C:9]([CH2:12][CH2:13][CH2:14][CH3:15])=[CH:8][CH:7]=1.[CH2:16]([C:18]1[CH:19]=[N:20][CH:21]=[CH:22][CH:23]=1)[CH3:17], predict the reaction product. The product is: [Br-:1].[CH2:12]([C:9]1[CH:10]=[CH:11][C:6]([C:5]#[C:4][CH2:3][CH2:2][N+:20]2[CH:21]=[CH:22][CH:23]=[C:18]([CH2:16][CH3:17])[CH:19]=2)=[CH:7][CH:8]=1)[CH2:13][CH2:14][CH3:15].